Dataset: Catalyst prediction with 721,799 reactions and 888 catalyst types from USPTO. Task: Predict which catalyst facilitates the given reaction. (1) Reactant: [Br:1][C:2]1[C:3]([OH:12])=[CH:4][C:5]([OH:11])=[C:6]([CH:10]=1)[C:7]([OH:9])=[O:8].S(=O)(=O)(O)O.[C:18](=O)([O-])O.[Na+]. Product: [Br:1][C:2]1[C:3]([OH:12])=[CH:4][C:5]([OH:11])=[C:6]([CH:10]=1)[C:7]([O:9][CH3:18])=[O:8]. The catalyst class is: 24. (2) Reactant: [Si](Cl)(C(C)(C)C)(C)C.CN(C)C=O.C(O)(=O)[CH2:15][C:16](CC(O)=O)(C(O)=O)[OH:17].[CH2:27]([O:34][C:35]([N:37]1[C:46]2[C:41](=[CH:42][CH:43]=[CH:44][CH:45]=2)[C@@H:40]([O:47][Si](C(C)(C)C)(C)C)[CH2:39][CH2:38]1)=[O:36])[C:28]1[CH:33]=[CH:32][CH:31]=[CH:30][CH:29]=1. Product: [C:16]([O:47][C@H:40]1[C:45]2[C:46](=[CH:41][CH:42]=[CH:43][CH:44]=2)[N:37]([C:35]([O:34][CH2:27][C:28]2[CH:33]=[CH:32][CH:31]=[CH:30][CH:29]=2)=[O:36])[CH2:38][CH2:39]1)(=[O:17])[CH3:15]. The catalyst class is: 13.